This data is from Peptide-MHC class II binding affinity with 134,281 pairs from IEDB. The task is: Regression. Given a peptide amino acid sequence and an MHC pseudo amino acid sequence, predict their binding affinity value. This is MHC class II binding data. (1) The peptide sequence is EVAKLDVVKLLYNEQ. The MHC is DRB4_0101 with pseudo-sequence DRB4_0103. The binding affinity (normalized) is 0.243. (2) The peptide sequence is QSTFLGASQRGVGVA. The MHC is DRB5_0101 with pseudo-sequence DRB5_0101. The binding affinity (normalized) is 0.834. (3) The peptide sequence is YGRIAECILGMNPSR. The MHC is HLA-DQA10401-DQB10402 with pseudo-sequence HLA-DQA10401-DQB10402. The binding affinity (normalized) is 0.149. (4) The peptide sequence is ADYLRMWIQAATVMS. The MHC is DRB1_0405 with pseudo-sequence DRB1_0405. The binding affinity (normalized) is 0.606. (5) The peptide sequence is YAAALVAMPTLAELA. The MHC is HLA-DQA10501-DQB10201 with pseudo-sequence HLA-DQA10501-DQB10201. The binding affinity (normalized) is 0.585. (6) The peptide sequence is VALRTAVASVLSATV. The MHC is HLA-DQA10102-DQB10602 with pseudo-sequence HLA-DQA10102-DQB10602. The binding affinity (normalized) is 0.395. (7) The peptide sequence is NSCAKNYNCKILPNT. The MHC is DRB1_0701 with pseudo-sequence DRB1_0701. The binding affinity (normalized) is 0.384.